This data is from NCI-60 drug combinations with 297,098 pairs across 59 cell lines. The task is: Regression. Given two drug SMILES strings and cell line genomic features, predict the synergy score measuring deviation from expected non-interaction effect. (1) Drug 1: CC1=CC=C(C=C1)C2=CC(=NN2C3=CC=C(C=C3)S(=O)(=O)N)C(F)(F)F. Drug 2: C1C(C(OC1N2C=NC3=C(N=C(N=C32)Cl)N)CO)O. Cell line: RXF 393. Synergy scores: CSS=3.71, Synergy_ZIP=-1.94, Synergy_Bliss=-1.80, Synergy_Loewe=1.21, Synergy_HSA=-0.309. (2) Drug 1: CCCS(=O)(=O)NC1=C(C(=C(C=C1)F)C(=O)C2=CNC3=C2C=C(C=N3)C4=CC=C(C=C4)Cl)F. Drug 2: CN(C)C1=NC(=NC(=N1)N(C)C)N(C)C. Cell line: NCI-H226. Synergy scores: CSS=-5.63, Synergy_ZIP=0.978, Synergy_Bliss=-1.26, Synergy_Loewe=-5.97, Synergy_HSA=-5.08. (3) Drug 1: CN1CCC(CC1)COC2=C(C=C3C(=C2)N=CN=C3NC4=C(C=C(C=C4)Br)F)OC. Drug 2: C1=CC=C(C=C1)NC(=O)CCCCCCC(=O)NO. Cell line: SK-MEL-28. Synergy scores: CSS=17.2, Synergy_ZIP=-2.48, Synergy_Bliss=4.55, Synergy_Loewe=-1.58, Synergy_HSA=1.09.